Dataset: Full USPTO retrosynthesis dataset with 1.9M reactions from patents (1976-2016). Task: Predict the reactants needed to synthesize the given product. (1) Given the product [C:1]([O:9][CH2:15][C:14]1[CH:18]=[CH:19][CH:11]=[CH:12][CH:13]=1)(=[O:8])[C:2]1[CH:7]=[CH:6][CH:5]=[CH:4][CH:3]=1, predict the reactants needed to synthesize it. The reactants are: [C:1]([OH:9])(=[O:8])[C:2]1[CH:7]=[CH:6][CH:5]=[CH:4][CH:3]=1.O[C:11]1[CH:19]=[CH:18][C:14]([C:15]([O-])=O)=[CH:13][CH:12]=1.[Na+].[OH-].[Na+].[I-].[Na+].C(Cl)C1C=CC=CC=1.CC1C=C(OC)C=CC=1. (2) Given the product [CH3:23][C:17]1[CH:18]=[CH:19][C:20]([CH3:22])=[CH:21][C:16]=1[CH2:2][C:1]([OH:4])=[O:3], predict the reactants needed to synthesize it. The reactants are: [C:1]([O-:4])(=[O:3])[CH3:2].[Na+].ClCC1([C:16]2[CH:21]=[C:20]([CH3:22])[CH:19]=[CH:18][C:17]=2[CH3:23])OCC(C)(C)CO1.[OH-].[Na+]. (3) Given the product [F:1][C:2]1[CH:3]=[C:4]([N:9]2[C:14](=[O:15])[C:13]([O:16][CH2:17][CH:18]([CH3:20])[CH3:19])=[C:12]([C:21]3[CH:22]=[CH:23][C:24]([S:27]([NH:30][C:31](=[O:33])[CH3:32])(=[O:29])=[O:28])=[CH:25][CH:26]=3)[CH:11]=[N:10]2)[CH:5]=[CH:6][C:7]=1[F:8], predict the reactants needed to synthesize it. The reactants are: [F:1][C:2]1[CH:3]=[C:4]([N:9]2[C:14](=[O:15])[C:13]([O:16][CH2:17][CH:18]([CH3:20])[CH3:19])=[C:12]([C:21]3[CH:26]=[CH:25][C:24]([S:27]([NH2:30])(=[O:29])=[O:28])=[CH:23][CH:22]=3)[CH:11]=[N:10]2)[CH:5]=[CH:6][C:7]=1[F:8].[C:31](OC(=O)C)(=[O:33])[CH3:32].C(N(CC)CC)C. (4) Given the product [F:1][C:2]1[CH:3]=[C:4]([NH:5][CH:12]([C:14]2[CH:15]=[C:16]([C:31]([N:33]([CH3:35])[CH3:34])=[O:32])[CH:17]=[C:18]3[C:23]=2[O:22][C:21]([N:24]2[CH2:29][CH2:28][O:27][CH2:26][CH2:25]2)=[CH:20][C:19]3=[O:30])[CH3:13])[CH:6]=[CH:7][C:8]=1[F:9], predict the reactants needed to synthesize it. The reactants are: [F:1][C:2]1[CH:3]=[C:4]([CH:6]=[CH:7][C:8]=1[F:9])[NH2:5].Br.Br[CH:12]([C:14]1[CH:15]=[C:16]([C:31]([N:33]([CH3:35])[CH3:34])=[O:32])[CH:17]=[C:18]2[C:23]=1[O:22][C:21]([N:24]1[CH2:29][CH2:28][O:27][CH2:26][CH2:25]1)=[CH:20][C:19]2=[O:30])[CH3:13]. (5) Given the product [CH3:27][O:26][CH2:25][CH2:24][N:11]([CH2:10][CH2:9][O:8][CH3:7])[C:12]1[CH:20]=[CH:19][C:15]([C:16]2[O:18][N:31]=[C:30]([C:32]3[CH:37]=[CH:36][CH:35]=[CH:34][C:33]=3[O:38][CH3:39])[N:29]=2)=[CH:14][C:13]=1[N+:21]([O-:23])=[O:22], predict the reactants needed to synthesize it. The reactants are: C(Cl)(=O)C(Cl)=O.[CH3:7][O:8][CH2:9][CH2:10][N:11]([CH2:24][CH2:25][O:26][CH3:27])[C:12]1[CH:20]=[CH:19][C:15]([C:16]([OH:18])=O)=[CH:14][C:13]=1[N+:21]([O-:23])=[O:22].O[N:29]=[C:30]([C:32]1[CH:37]=[CH:36][CH:35]=[CH:34][C:33]=1[O:38][CH3:39])[NH2:31].CCN(C(C)C)C(C)C. (6) Given the product [CH2:1]([C:3]1[S:27][C:6]2=[N:7][C:8]([CH3:26])=[C:9]([CH:18]([CH2:23][CH2:24][CH3:25])[C:19]([OH:21])=[O:20])[C:10]([C:11]3[CH:12]=[CH:13][C:14]([CH3:17])=[CH:15][CH:16]=3)=[C:5]2[C:4]=1[CH3:28])[CH3:2], predict the reactants needed to synthesize it. The reactants are: [CH2:1]([C:3]1[S:27][C:6]2=[N:7][C:8]([CH3:26])=[C:9]([CH:18]([CH2:23][CH2:24][CH3:25])[C:19]([O:21]C)=[O:20])[C:10]([C:11]3[CH:16]=[CH:15][C:14]([CH3:17])=[CH:13][CH:12]=3)=[C:5]2[C:4]=1[CH3:28])[CH3:2].[OH-].[Na+]. (7) Given the product [F:14][C:13]([F:16])([F:15])[C:11]1[CH:10]=[C:9]([C:17]2[CH:22]=[CH:21][C:20]([C:23]([F:26])([F:25])[F:24])=[CH:19][CH:18]=2)[N:8]=[C:7]([N:5]2[CH:6]=[C:2]([C:31]3[CH:30]=[N:29][C:28]([NH2:27])=[N:33][CH:32]=3)[N:3]=[CH:4]2)[CH:12]=1, predict the reactants needed to synthesize it. The reactants are: I[C:2]1[N:3]=[CH:4][N:5]([C:7]2[CH:12]=[C:11]([C:13]([F:16])([F:15])[F:14])[CH:10]=[C:9]([C:17]3[CH:22]=[CH:21][C:20]([C:23]([F:26])([F:25])[F:24])=[CH:19][CH:18]=3)[N:8]=2)[CH:6]=1.[NH2:27][C:28]1[N:33]=[CH:32][C:31](B2OC(C)(C)C(C)(C)O2)=[CH:30][N:29]=1.